From a dataset of NCI-60 drug combinations with 297,098 pairs across 59 cell lines. Regression. Given two drug SMILES strings and cell line genomic features, predict the synergy score measuring deviation from expected non-interaction effect. Drug 1: C(=O)(N)NO. Drug 2: C#CCC(CC1=CN=C2C(=N1)C(=NC(=N2)N)N)C3=CC=C(C=C3)C(=O)NC(CCC(=O)O)C(=O)O. Cell line: HS 578T. Synergy scores: CSS=-1.80, Synergy_ZIP=0.0506, Synergy_Bliss=-2.07, Synergy_Loewe=-0.437, Synergy_HSA=-3.29.